This data is from Reaction yield outcomes from USPTO patents with 853,638 reactions. The task is: Predict the reaction yield, written as a fraction of the theoretical maximum amount of product (1.0 means a 100% yield; for example, 0.34 means a 34% yield). The reactants are Cl[C:2]1[N:7]=[C:6]([Cl:8])[N:5]=[C:4]([N:9]2[CH2:14][CH2:13][O:12][CH2:11][CH2:10]2)[N:3]=1.[F:15][CH:16]([F:26])[C:17]1[NH:18][C:19]2[CH:25]=[CH:24][CH:23]=[CH:22][C:20]=2[N:21]=1.C(=O)([O-])[O-].[K+].[K+].CN(C=O)C. The catalyst is O. The product is [Cl:8][C:6]1[N:5]=[C:4]([N:9]2[CH2:14][CH2:13][O:12][CH2:11][CH2:10]2)[N:3]=[C:2]([N:18]2[C:19]3[CH:25]=[CH:24][CH:23]=[CH:22][C:20]=3[N:21]=[C:17]2[CH:16]([F:15])[F:26])[N:7]=1. The yield is 0.860.